Dataset: Forward reaction prediction with 1.9M reactions from USPTO patents (1976-2016). Task: Predict the product of the given reaction. Given the reactants [N:1]1[CH:2]=[C:3]([C:10]2[CH:11]=[C:12]([C:15]([O:17][CH3:18])=[O:16])[S:13][CH:14]=2)[N:4]2[C:9]=1[CH:8]=[CH:7][CH:6]=[N:5]2.S(Br)([Br:21])=O, predict the reaction product. The product is: [Br:21][C:14]1[S:13][C:12]([C:15]([O:17][CH3:18])=[O:16])=[CH:11][C:10]=1[C:3]1[N:4]2[N:5]=[CH:6][CH:7]=[CH:8][C:9]2=[N:1][CH:2]=1.